Dataset: Forward reaction prediction with 1.9M reactions from USPTO patents (1976-2016). Task: Predict the product of the given reaction. (1) Given the reactants Cl.[NH2:2][C:3]1[C:4]([O:11][CH3:12])=[N:5][C:6]([O:9][CH3:10])=[CH:7][CH:8]=1.C(N(CC)CC)C.[Cl-].ClC1N(C)CC[NH+]1C.[CH3:29][O:30][C:31]1[C:32](=[O:55])[C:33]([CH3:54])=[C:34]([CH2:40][C:41]2[CH:42]=[CH:43][C:44]([O:50][C:51](=[O:53])[CH3:52])=[C:45]([CH:49]=2)[C:46](O)=[O:47])[C:35](=[O:39])[C:36]=1[O:37][CH3:38], predict the reaction product. The product is: [CH3:12][O:11][C:4]1[C:3]([NH:2][C:46](=[O:47])[C:45]2[CH:49]=[C:41]([CH2:40][C:34]3[C:35](=[O:39])[C:36]([O:37][CH3:38])=[C:31]([O:30][CH3:29])[C:32](=[O:55])[C:33]=3[CH3:54])[CH:42]=[CH:43][C:44]=2[O:50][C:51](=[O:53])[CH3:52])=[CH:8][CH:7]=[C:6]([O:9][CH3:10])[N:5]=1. (2) The product is: [CH2:1]([O:8][C:9]1[CH:10]=[C:11]2[C:16](=[CH:17][CH:18]=1)[C:15](=[O:19])[N:14]([CH2:20][CH:21]([CH3:22])[CH3:23])[C:13]([CH2:24][OH:25])=[C:12]2[C:27]1[CH:28]=[CH:29][C:30]([CH3:33])=[CH:31][CH:32]=1)[C:2]1[CH:3]=[CH:4][CH:5]=[CH:6][CH:7]=1. Given the reactants [CH2:1]([O:8][C:9]1[CH:10]=[C:11]2[C:16](=[CH:17][CH:18]=1)[C:15](=[O:19])[N:14]([CH2:20][CH:21]([CH3:23])[CH3:22])[C:13]([C:24](O)=[O:25])=[C:12]2[C:27]1[CH:32]=[CH:31][C:30]([CH3:33])=[CH:29][CH:28]=1)[C:2]1[CH:7]=[CH:6][CH:5]=[CH:4][CH:3]=1.C(Cl)(=O)C(Cl)=O.[BH4-].[Na+].Cl, predict the reaction product. (3) Given the reactants [C:1]([O:5][C:6](=[O:22])[NH:7][C:8]1[CH:13]=[C:12]([O:14][CH2:15][CH3:16])[C:11]([C:17]([F:20])([F:19])[F:18])=[CH:10][C:9]=1[NH2:21])([CH3:4])([CH3:3])[CH3:2].C([O:27][C:28](=O)[CH2:29][C:30]([C:32]1[CH:37]=[CH:36][CH:35]=[C:34]([C:38]2[CH:43]=[CH:42][N:41]=[C:40]([CH3:44])[C:39]=2[CH3:45])[CH:33]=1)=[O:31])(C)(C)C, predict the reaction product. The product is: [C:1]([O:5][C:6](=[O:22])[NH:7][C:8]1[CH:13]=[C:12]([O:14][CH2:15][CH3:16])[C:11]([C:17]([F:20])([F:19])[F:18])=[CH:10][C:9]=1[NH:21][C:28](=[O:27])[CH2:29][C:30]([C:32]1[CH:37]=[CH:36][CH:35]=[C:34]([C:38]2[CH:43]=[CH:42][N:41]=[C:40]([CH3:44])[C:39]=2[CH3:45])[CH:33]=1)=[O:31])([CH3:2])([CH3:3])[CH3:4]. (4) The product is: [F:1][C:2]1[CH:7]=[CH:6][C:5]([C:17](=[O:18])[CH2:16][CH2:15][CH2:14][CH2:13][C:12]([O:11][CH2:9][CH3:10])=[O:20])=[CH:4][CH:3]=1. Given the reactants [F:1][C:2]1[CH:7]=[CH:6][CH:5]=[CH:4][CH:3]=1.[Cl-].[CH2:9]([O:11][C:12](=[O:20])[CH2:13][CH2:14][CH2:15][CH2:16][C:17](O)=[O:18])[CH3:10].[Cl-].[Al+3].[Cl-].[Cl-], predict the reaction product. (5) Given the reactants Cl[C:2]1[C:7]([F:8])=[CH:6][N:5]=[C:4]([O:9][CH2:10][C:11]2[CH:16]=[CH:15][CH:14]=[C:13]([O:17][CH3:18])[CH:12]=2)[N:3]=1.[H-].[Na+].[S:21]([NH2:25])([NH2:24])(=[O:23])=[O:22], predict the reaction product. The product is: [F:8][C:7]1[C:2]([NH:24][S:21]([NH2:25])(=[O:23])=[O:22])=[N:3][C:4]([O:9][CH2:10][C:11]2[CH:16]=[CH:15][CH:14]=[C:13]([O:17][CH3:18])[CH:12]=2)=[N:5][CH:6]=1.